Dataset: TCR-epitope binding with 47,182 pairs between 192 epitopes and 23,139 TCRs. Task: Binary Classification. Given a T-cell receptor sequence (or CDR3 region) and an epitope sequence, predict whether binding occurs between them. (1) The epitope is KMQRMLLEK. The TCR CDR3 sequence is CASSGTQVQPQHF. Result: 0 (the TCR does not bind to the epitope). (2) The epitope is TTLPVNVAF. The TCR CDR3 sequence is CASSQDWGYEQYF. Result: 1 (the TCR binds to the epitope). (3) The epitope is TSNQVAVLY. The TCR CDR3 sequence is CASRLSQLVDYGYTF. Result: 0 (the TCR does not bind to the epitope). (4) The epitope is TLVPQEHYV. The TCR CDR3 sequence is CSVGNEAFF. Result: 1 (the TCR binds to the epitope). (5) The TCR CDR3 sequence is CASSLGQQGVNRDWYNEQFF. The epitope is IVTDFSVIK. Result: 1 (the TCR binds to the epitope). (6) The epitope is FIAGLIAIV. The TCR CDR3 sequence is CASSLDGSSYNEQFF. Result: 1 (the TCR binds to the epitope). (7) The epitope is NYSGVVTTVMF. The TCR CDR3 sequence is CASSLASATGELFF. Result: 0 (the TCR does not bind to the epitope). (8) The epitope is KPLEFGATSAAL. The TCR CDR3 sequence is CASSLEVNYGYTF. Result: 0 (the TCR does not bind to the epitope). (9) The epitope is KLSYGIATV. The TCR CDR3 sequence is CASSLGDPYWEQYF. Result: 0 (the TCR does not bind to the epitope).